This data is from Reaction yield outcomes from USPTO patents with 853,638 reactions. The task is: Predict the reaction yield, written as a fraction of the theoretical maximum amount of product (1.0 means a 100% yield; for example, 0.34 means a 34% yield). (1) The reactants are [F:1][C:2]1[CH:3]=[C:4]([O:11][CH3:12])[CH:5]=[C:6]([N+:8]([O-])=O)[CH:7]=1.[Cl-].[NH4+]. The catalyst is CO.[Zn]. The product is [F:1][C:2]1[CH:7]=[C:6]([CH:5]=[C:4]([O:11][CH3:12])[CH:3]=1)[NH2:8]. The yield is 0.540. (2) The reactants are [NH2:1][C:2]1[N:7]=[CH:6][N:5]=[C:4]2[N:8]([CH2:25][C@H:26]3[CH2:30][CH2:29][CH2:28][N:27]3[C:31](=[O:35])[CH2:32][C:33]#[N:34])[N:9]=[C:10]([C:11]3[CH:16]=[CH:15][C:14]([O:17][C:18]4[CH:23]=[CH:22][CH:21]=[CH:20][C:19]=4[F:24])=[CH:13][CH:12]=3)[C:3]=12.N1[CH2:41][CH2:40][CH2:39][CH2:38]C1.C1(C=O)CC1. No catalyst specified. The product is [NH2:1][C:2]1[N:7]=[CH:6][N:5]=[C:4]2[N:8]([CH2:25][C@H:26]3[CH2:30][CH2:29][CH2:28][N:27]3[C:31]([C:32](=[CH:38][CH:39]3[CH2:41][CH2:40]3)[C:33]#[N:34])=[O:35])[N:9]=[C:10]([C:11]3[CH:16]=[CH:15][C:14]([O:17][C:18]4[CH:23]=[CH:22][CH:21]=[CH:20][C:19]=4[F:24])=[CH:13][CH:12]=3)[C:3]=12. The yield is 0.320. (3) The reactants are [Cl:1][C:2]1[CH:18]=[CH:17][C:5]([C:6]([C:8]2[CH:16]=[CH:15][CH:14]=[CH:13][C:9]=2[C:10]([OH:12])=[O:11])=O)=[CH:4][C:3]=1[N+:19]([O-:21])=[O:20].N1C=CC=CC=1.N1C(F)=NC(F)=NC=1[F:30].O. The catalyst is ClCCl. The product is [Cl:1][C:2]1[CH:18]=[CH:17][C:5]([C:6]2([F:30])[C:8]3[CH:16]=[CH:15][CH:14]=[CH:13][C:9]=3[C:10](=[O:12])[O:11]2)=[CH:4][C:3]=1[N+:19]([O-:21])=[O:20]. The yield is 0.900. (4) The reactants are C[O:2][C:3]1[CH:4]=[C:5]([S:11]([N:14]([CH2:28][CH2:29][CH2:30][CH2:31][CH2:32][CH3:33])[S:15]([C:18]2[CH:23]=[CH:22][C:21]([O:24]C)=[C:20]([O:26]C)[CH:19]=2)(=[O:17])=[O:16])(=[O:13])=[O:12])[CH:6]=[CH:7][C:8]=1[O:9]C. The catalyst is C(Cl)Cl.B(Br)(Br)Br. The product is [OH:2][C:3]1[CH:4]=[C:5]([S:11]([N:14]([CH2:28][CH2:29][CH2:30][CH2:31][CH2:32][CH3:33])[S:15]([C:18]2[CH:23]=[CH:22][C:21]([OH:24])=[C:20]([OH:26])[CH:19]=2)(=[O:17])=[O:16])(=[O:12])=[O:13])[CH:6]=[CH:7][C:8]=1[OH:9]. The yield is 0.650.